From a dataset of Full USPTO retrosynthesis dataset with 1.9M reactions from patents (1976-2016). Predict the reactants needed to synthesize the given product. Given the product [Cl:19][C:15]1[CH:14]=[C:13]([N:11]2[CH:12]=[C:8]([C:3]3[CH:4]=[CH:5][CH:6]=[CH:7][C:2]=3[Cl:1])[C:9]([C:20]3[N:22]=[CH:26][NH:24][N:32]=3)=[N:10]2)[CH:18]=[CH:17][N:16]=1, predict the reactants needed to synthesize it. The reactants are: [Cl:1][C:2]1[CH:7]=[CH:6][CH:5]=[CH:4][C:3]=1[C:8]1[C:9]([C:20]([NH2:22])=O)=[N:10][N:11]([C:13]2[CH:18]=[CH:17][N:16]=[C:15]([Cl:19])[CH:14]=2)[CH:12]=1.C[N:24]([CH:26](OC)OC)C.O.[NH2:32]N.